From a dataset of Full USPTO retrosynthesis dataset with 1.9M reactions from patents (1976-2016). Predict the reactants needed to synthesize the given product. (1) Given the product [CH3:27][S:28][C:4]1([C:7]([O:9][CH2:10][CH3:11])=[O:8])[CH2:3][CH2:2][N:1]([C:12]([O:14][C:15]([CH3:17])([CH3:16])[CH3:18])=[O:13])[CH2:6][CH2:5]1, predict the reactants needed to synthesize it. The reactants are: [N:1]1([C:12]([O:14][C:15]([CH3:18])([CH3:17])[CH3:16])=[O:13])[CH2:6][CH2:5][CH:4]([C:7]([O:9][CH2:10][CH3:11])=[O:8])[CH2:3][CH2:2]1.[Li+].CC([N-]C(C)C)C.[CH3:27][S:28]SC.CCCCCC. (2) Given the product [Br:12][C:13]1[CH:14]=[CH:15][C:16]2[N:20]=[C:19]([O:5][CH:3]3[CH2:4][O:1][CH2:2]3)[N:18]([C:25]3[CH:30]=[CH:29][N:28]=[C:27]([NH2:31])[N:26]=3)[C:17]=2[CH:32]=1, predict the reactants needed to synthesize it. The reactants are: [O:1]1[CH2:4][CH:3]([OH:5])[CH2:2]1.C(=O)([O-])[O-].[Cs+].[Cs+].[Br:12][C:13]1[CH:14]=[CH:15][C:16]2[N:20]=[C:19](C(Cl)(Cl)Cl)[N:18]([C:25]3[CH:30]=[CH:29][N:28]=[C:27]([NH2:31])[N:26]=3)[C:17]=2[CH:32]=1.O. (3) Given the product [Si:21]([O:38][C@H:39]([CH2:43][CH2:42][OH:41])[C:40]([NH:7][C:6]1[CH:1]=[CH:2][C:3]([S:8](=[O:10])(=[O:9])[NH:11][C:12]2[S:16][CH:15]=[CH:14][N:13]=2)=[CH:4][CH:5]=1)=[O:44])([C:34]([CH3:37])([CH3:36])[CH3:35])([C:28]1[CH:33]=[CH:32][CH:31]=[CH:30][CH:29]=1)[C:22]1[CH:23]=[CH:24][CH:25]=[CH:26][CH:27]=1, predict the reactants needed to synthesize it. The reactants are: [CH:1]1[C:6]([NH2:7])=[CH:5][CH:4]=[C:3]([S:8]([NH:11][C:12]2[S:16][CH:15]=[CH:14][N:13]=2)(=[O:10])=[O:9])[CH:2]=1.C[Al](C)C.[Si:21]([O:38][C@@H:39]1[CH2:43][CH2:42][O:41][C:40]1=[O:44])([C:34]([CH3:37])([CH3:36])[CH3:35])([C:28]1[CH:33]=[CH:32][CH:31]=[CH:30][CH:29]=1)[C:22]1[CH:27]=[CH:26][CH:25]=[CH:24][CH:23]=1. (4) Given the product [CH2:1]([N:8]1[CH2:9][CH2:10][CH:11]([C:14]([O-:16])=[O:15])[CH2:12][CH2:13]1)[C:2]1[CH:3]=[CH:4][CH:5]=[CH:6][CH:7]=1.[Na+:20], predict the reactants needed to synthesize it. The reactants are: [CH2:1]([N:8]1[CH2:13][CH2:12][CH:11]([C:14]([O:16]CC)=[O:15])[CH2:10][CH2:9]1)[C:2]1[CH:7]=[CH:6][CH:5]=[CH:4][CH:3]=1.[OH-].[Na+:20]. (5) Given the product [C:20]([C:23]1[N:13]2[N:12]=[C:11]([C:10]#[C:9][C:3]3[CH:4]=[CH:5][C:6]([F:8])=[CH:7][C:2]=3[F:1])[CH:16]=[CH:15][C:14]2=[N:17][N:18]=1)([CH3:22])([CH3:21])[CH3:19], predict the reactants needed to synthesize it. The reactants are: [F:1][C:2]1[CH:7]=[C:6]([F:8])[CH:5]=[CH:4][C:3]=1[C:9]#[C:10][C:11]1[N:12]=[N:13][C:14]([NH:17][NH2:18])=[CH:15][CH:16]=1.[CH:19](=O)[C:20]([CH3:23])([CH3:22])[CH3:21].C(O)(=O)C.C(O)(=O)C.IC1C=CC=CC=1. (6) Given the product [NH:16]1[C:20]([NH:21]/[N:22]=[CH:11]/[CH2:10][C:9]([C:6]2[CH:7]=[CH:8][C:3]([N:2]([CH3:14])[CH3:1])=[CH:4][CH:5]=2)=[O:13])=[N:19][N:18]=[N:17]1, predict the reactants needed to synthesize it. The reactants are: [CH3:1][N:2]([CH3:14])[C:3]1[CH:8]=[CH:7][C:6]([C:9](=[O:13])[CH2:10][CH:11]=O)=[CH:5][CH:4]=1.Cl.[NH:16]1[C:20]([NH:21][NH2:22])=[N:19][N:18]=[N:17]1. (7) Given the product [OH:18][CH2:17][CH2:16][CH2:15][N:4]1[CH2:5][CH2:6][N:1]([C:7]([O:9][C:10]([CH3:13])([CH3:12])[CH3:11])=[O:8])[CH2:2][CH2:3]1, predict the reactants needed to synthesize it. The reactants are: [N:1]1([C:7]([O:9][C:10]([CH3:13])([CH3:12])[CH3:11])=[O:8])[CH2:6][CH2:5][NH:4][CH2:3][CH2:2]1.Br[CH2:15][CH2:16][CH2:17][OH:18].C(=O)([O-])[O-].[K+].[K+].CO. (8) Given the product [CH3:1][C:2]1[CH:7]=[CH:6][C:5]([S:8]([O:11][CH2:12][CH:13]2[CH2:17][C:16]3[CH:18]=[CH:19][CH:20]=[C:21]([C:26]4[CH:27]=[CH:28][CH:29]=[CH:30][C:25]=4[C:24]([F:35])([F:34])[F:23])[C:15]=3[O:14]2)(=[O:10])=[O:9])=[CH:4][CH:3]=1, predict the reactants needed to synthesize it. The reactants are: [CH3:1][C:2]1[CH:7]=[CH:6][C:5]([S:8]([O:11][CH2:12][CH:13]2[CH2:17][C:16]3[CH:18]=[CH:19][CH:20]=[C:21](Br)[C:15]=3[O:14]2)(=[O:10])=[O:9])=[CH:4][CH:3]=1.[F:23][C:24]([F:35])([F:34])[C:25]1[CH:30]=[CH:29][CH:28]=[CH:27][C:26]=1B(O)O.C(=O)([O-])[O-].[K+].[K+].CC1C=CC(S(OCC2CC3C(C4C=CC=CC=4)=CC=CC=3O2)(=O)=O)=CC=1. (9) Given the product [F:1][C:2]([F:34])([F:33])[C:3]1[CH:4]=[C:5]([C@H:13]2[O:17][C:16](=[O:18])[N:15]([CH2:19][C:20]3[C:25]([C:38]4[CH:39]=[C:40]([C:43]5[CH:48]=[CH:47][C:46]([C:49]([O:51][CH3:52])=[O:50])=[CH:45][C:44]=5[CH3:53])[CH:41]=[CH:42][C:37]=4[O:36][CH3:35])=[CH:24][CH:23]=[C:22]([N:27]4[CH:31]=[CH:30][CH:29]=[N:28]4)[N:21]=3)[C@H:14]2[CH3:32])[CH:6]=[C:7]([C:9]([F:12])([F:11])[F:10])[CH:8]=1, predict the reactants needed to synthesize it. The reactants are: [F:1][C:2]([F:34])([F:33])[C:3]1[CH:4]=[C:5]([C@H:13]2[O:17][C:16](=[O:18])[N:15]([CH2:19][C:20]3[C:25](Br)=[CH:24][CH:23]=[C:22]([N:27]4[CH:31]=[CH:30][CH:29]=[N:28]4)[N:21]=3)[C@H:14]2[CH3:32])[CH:6]=[C:7]([C:9]([F:12])([F:11])[F:10])[CH:8]=1.[CH3:35][O:36][C:37]1[CH:42]=[CH:41][C:40]([C:43]2[CH:48]=[CH:47][C:46]([C:49]([O:51][CH3:52])=[O:50])=[CH:45][C:44]=2[CH3:53])=[CH:39][C:38]=1B1OC(C)(C)C(C)(C)O1.C(=O)([O-])[O-].[K+].[K+].